From a dataset of Forward reaction prediction with 1.9M reactions from USPTO patents (1976-2016). Predict the product of the given reaction. Given the reactants N1(C(=O)[C@@H](NS([C:24]2[CH:29]=[CH:28][CH:27]=[C:26](N3CCOCC3=O)[C:25]=2Cl)(=O)=O)CNC(C2SC(Cl)=CC=2)=O)CCCCCC1.[CH3:54][C:49]1([CH3:55])[C:50]([CH3:53])([CH3:52])[O:51][B:47]([B:47]2[O:51][C:50]([CH3:53])([CH3:52])[C:49]([CH3:55])([CH3:54])[O:48]2)[O:48]1.[CH3:57][C:58]([O-])=O.[K+].[CH3:62][S:63]([CH3:65])=O, predict the reaction product. The product is: [CH2:62]([S:63][C:65]1[C:26]([CH2:58][CH3:57])=[C:25]([B:47]2[O:48][C:49]([CH3:54])([CH3:55])[C:50]([CH3:52])([CH3:53])[O:51]2)[CH:24]=[CH:29][CH:28]=1)[C:24]1[CH:29]=[CH:28][CH:27]=[CH:26][CH:25]=1.